From a dataset of Peptide-MHC class I binding affinity with 185,985 pairs from IEDB/IMGT. Regression. Given a peptide amino acid sequence and an MHC pseudo amino acid sequence, predict their binding affinity value. This is MHC class I binding data. (1) The peptide sequence is EELIKLRFWF. The MHC is HLA-B18:01 with pseudo-sequence HLA-B18:01. The binding affinity (normalized) is 0.388. (2) The peptide sequence is LPQYFTFDL. The MHC is HLA-A03:01 with pseudo-sequence HLA-A03:01. The binding affinity (normalized) is 0.0847. (3) The peptide sequence is RRSRPSGD. The MHC is Mamu-B03 with pseudo-sequence Mamu-B03. The binding affinity (normalized) is 0.196. (4) The peptide sequence is AMAETGCDA. The binding affinity (normalized) is 0.0847. The MHC is HLA-A24:03 with pseudo-sequence HLA-A24:03. (5) The peptide sequence is LLIWAYLSK. The MHC is HLA-A11:01 with pseudo-sequence HLA-A11:01. The binding affinity (normalized) is 0.574.